This data is from Merck oncology drug combination screen with 23,052 pairs across 39 cell lines. The task is: Regression. Given two drug SMILES strings and cell line genomic features, predict the synergy score measuring deviation from expected non-interaction effect. (1) Drug 1: CS(=O)(=O)CCNCc1ccc(-c2ccc3ncnc(Nc4ccc(OCc5cccc(F)c5)c(Cl)c4)c3c2)o1. Drug 2: Cc1nc(Nc2ncc(C(=O)Nc3c(C)cccc3Cl)s2)cc(N2CCN(CCO)CC2)n1. Cell line: NCIH23. Synergy scores: synergy=2.49. (2) Drug 1: CN1C(=O)C=CC2(C)C3CCC4(C)C(NC(=O)OCC(F)(F)F)CCC4C3CCC12. Drug 2: NC(=O)c1cccc2cn(-c3ccc(C4CCCNC4)cc3)nc12. Cell line: KPL1. Synergy scores: synergy=3.69. (3) Drug 1: CC(=O)OC1C(=O)C2(C)C(O)CC3OCC3(OC(C)=O)C2C(OC(=O)c2ccccc2)C2(O)CC(OC(=O)C(O)C(NC(=O)c3ccccc3)c3ccccc3)C(C)=C1C2(C)C. Drug 2: CNC(=O)c1cc(Oc2ccc(NC(=O)Nc3ccc(Cl)c(C(F)(F)F)c3)cc2)ccn1. Cell line: NCIH23. Synergy scores: synergy=-3.51. (4) Drug 1: CCC1(O)CC2CN(CCc3c([nH]c4ccccc34)C(C(=O)OC)(c3cc4c(cc3OC)N(C)C3C(O)(C(=O)OC)C(OC(C)=O)C5(CC)C=CCN6CCC43C65)C2)C1. Drug 2: NC1(c2ccc(-c3nc4ccn5c(=O)[nH]nc5c4cc3-c3ccccc3)cc2)CCC1. Cell line: NCIH2122. Synergy scores: synergy=-34.8. (5) Drug 1: CC1(c2nc3c(C(N)=O)cccc3[nH]2)CCCN1. Drug 2: Cn1cc(-c2cnn3c(N)c(Br)c(C4CCCNC4)nc23)cn1. Cell line: MSTO. Synergy scores: synergy=10.7. (6) Drug 1: O=S1(=O)NC2(CN1CC(F)(F)F)C1CCC2Cc2cc(C=CCN3CCC(C(F)(F)F)CC3)ccc2C1. Drug 2: CNC(=O)c1cc(Oc2ccc(NC(=O)Nc3ccc(Cl)c(C(F)(F)F)c3)cc2)ccn1. Cell line: CAOV3. Synergy scores: synergy=12.4. (7) Synergy scores: synergy=2.19. Cell line: SKMES1. Drug 2: Cn1cc(-c2cnn3c(N)c(Br)c(C4CCCNC4)nc23)cn1. Drug 1: CS(=O)(=O)CCNCc1ccc(-c2ccc3ncnc(Nc4ccc(OCc5cccc(F)c5)c(Cl)c4)c3c2)o1. (8) Drug 1: COC12C(COC(N)=O)C3=C(C(=O)C(C)=C(N)C3=O)N1CC1NC12. Drug 2: COC1CC2CCC(C)C(O)(O2)C(=O)C(=O)N2CCCCC2C(=O)OC(C(C)CC2CCC(OP(C)(C)=O)C(OC)C2)CC(=O)C(C)C=C(C)C(O)C(OC)C(=O)C(C)CC(C)C=CC=CC=C1C. Cell line: HT29. Synergy scores: synergy=28.2. (9) Drug 1: O=S1(=O)NC2(CN1CC(F)(F)F)C1CCC2Cc2cc(C=CCN3CCC(C(F)(F)F)CC3)ccc2C1. Drug 2: Cc1nc(Nc2ncc(C(=O)Nc3c(C)cccc3Cl)s2)cc(N2CCN(CCO)CC2)n1. Cell line: KPL1. Synergy scores: synergy=44.3. (10) Drug 1: O=c1[nH]cc(F)c(=O)[nH]1. Drug 2: CCc1cnn2c(NCc3ccc[n+]([O-])c3)cc(N3CCCCC3CCO)nc12. Cell line: DLD1. Synergy scores: synergy=-3.64.